From a dataset of Peptide-MHC class II binding affinity with 134,281 pairs from IEDB. Regression. Given a peptide amino acid sequence and an MHC pseudo amino acid sequence, predict their binding affinity value. This is MHC class II binding data. The peptide sequence is KTMAVCTNAKVTAKG. The MHC is DRB1_1501 with pseudo-sequence DRB1_1501. The binding affinity (normalized) is 0.521.